From a dataset of Full USPTO retrosynthesis dataset with 1.9M reactions from patents (1976-2016). Predict the reactants needed to synthesize the given product. (1) Given the product [CH3:2][O:3][C:4](=[O:11])[C@H:5]([C@H:7]([CH2:9][CH3:10])[CH3:8])[NH:6][S:19]([C:16]1[CH:17]=[CH:18][C:13]([Cl:12])=[CH:14][CH:15]=1)(=[O:21])=[O:20], predict the reactants needed to synthesize it. The reactants are: Cl.[CH3:2][O:3][C:4](=[O:11])[C@H:5]([C@H:7]([CH2:9][CH3:10])[CH3:8])[NH2:6].[Cl:12][C:13]1[CH:18]=[CH:17][C:16]([S:19](Cl)(=[O:21])=[O:20])=[CH:15][CH:14]=1.C(N(CC)CC)C. (2) Given the product [CH3:17][C:3]1[CH:4]=[C:5]([C:7]2[CH:12]=[CH:11][C:10]([C:13]([F:14])([F:15])[F:16])=[CH:9][CH:8]=2)[N:32]=[C:31]([C:28]2[CH:27]=[CH:26][C:25]([C:24]([OH:23])=[O:34])=[CH:30][CH:29]=2)[N:33]=1, predict the reactants needed to synthesize it. The reactants are: CN(C)[C:3]([CH3:17])=[CH:4][C:5]([C:7]1[CH:12]=[CH:11][C:10]([C:13]([F:16])([F:15])[F:14])=[CH:9][CH:8]=1)=O.C([O:23][C:24](=[O:34])[C:25]1[CH:30]=[CH:29][C:28]([C:31](=[NH:33])[NH2:32])=[CH:27][CH:26]=1)(C)(C)C.C(OC(=O)C1C=CC=C(C(=N)N)C=1)(C)(C)C.[H-].[Na+]. (3) Given the product [C:42]([C:2]1[CH:7]=[CH:6][C:5]([C@H:8]([NH:10][C:11]([C:13]2[C:21]3[C:16](=[N:17][CH:18]=[C:19]([C:22]4[C:30]5[C:25](=[CH:26][C:27]([F:31])=[CH:28][CH:29]=5)[N:24]([CH3:32])[N:23]=4)[N:20]=3)[N:15]([CH2:33][O:34][CH2:35][CH2:36][Si:37]([CH3:38])([CH3:39])[CH3:40])[CH:14]=2)=[O:12])[CH3:9])=[CH:4][CH:3]=1)#[N:43], predict the reactants needed to synthesize it. The reactants are: Br[C:2]1[CH:7]=[CH:6][C:5]([C@H:8]([NH:10][C:11]([C:13]2[C:21]3[C:16](=[N:17][CH:18]=[C:19]([C:22]4[C:30]5[C:25](=[CH:26][C:27]([F:31])=[CH:28][CH:29]=5)[N:24]([CH3:32])[N:23]=4)[N:20]=3)[N:15]([CH2:33][O:34][CH2:35][CH2:36][Si:37]([CH3:40])([CH3:39])[CH3:38])[CH:14]=2)=[O:12])[CH3:9])=[CH:4][CH:3]=1.[Cu][C:42]#[N:43].